From a dataset of Catalyst prediction with 721,799 reactions and 888 catalyst types from USPTO. Predict which catalyst facilitates the given reaction. (1) Reactant: [Cl:1][C:2]1[CH:3]=[C:4]2[C:9](=[CH:10][C:11]=1[O:12][CH3:13])[NH:8][C:7]([CH3:14])=[C:6]([I:15])[C:5]2=[O:16].C(=O)([O-])[O-].[K+].[K+].[CH2:23](I)[CH3:24]. Product: [Cl:1][C:2]1[CH:3]=[C:4]2[C:9](=[CH:10][C:11]=1[O:12][CH3:13])[N:8]=[C:7]([CH3:14])[C:6]([I:15])=[C:5]2[O:16][CH2:23][CH3:24]. The catalyst class is: 9. (2) Reactant: [NH:1]([C:3]1[CH:12]=[CH:11][C:6]([C:7]([O:9][CH3:10])=[O:8])=[CH:5][CH:4]=1)[NH2:2].[CH3:13][C:14]([O:17][C:18](O[C:18]([O:17][C:14]([CH3:16])([CH3:15])[CH3:13])=[O:19])=[O:19])([CH3:16])[CH3:15]. Product: [CH3:10][O:9][C:7]([C:6]1[CH:5]=[CH:4][C:3]([NH:1][NH:2][C:18]([O:17][C:14]([CH3:16])([CH3:15])[CH3:13])=[O:19])=[CH:12][CH:11]=1)=[O:8]. The catalyst class is: 2. (3) Reactant: [Cl:1][C:2]1[CH:3]=[C:4]([C@@H:8]([OH:39])[CH2:9][NH:10][CH2:11][CH2:12][C:13]2[CH:18]=[CH:17][C:16]([S:19]([C:22]3[CH:23]=[CH:24][C:25]([O:32][CH2:33][C:34]([O:36]CC)=[O:35])=[C:26]([CH:31]=3)[C:27]([O:29]C)=[O:28])(=[O:21])=[O:20])=[CH:15][CH:14]=2)[CH:5]=[CH:6][CH:7]=1.[OH-].[Na+:41]. Product: [Cl:1][C:2]1[CH:3]=[C:4]([C@@H:8]([OH:39])[CH2:9][NH:10][CH2:11][CH2:12][C:13]2[CH:18]=[CH:17][C:16]([S:19]([C:22]3[CH:23]=[CH:24][C:25]([O:32][CH2:33][C:34]([O-:36])=[O:35])=[C:26]([CH:31]=3)[C:27]([O-:29])=[O:28])(=[O:21])=[O:20])=[CH:15][CH:14]=2)[CH:5]=[CH:6][CH:7]=1.[Na+:41].[Na+:41]. The catalyst class is: 8. (4) Reactant: ClC1C(=O)C(C#N)=C(C#N)C(=O)C=1Cl.COC1C=CC(C[O:22][CH:23]([C:29]2[CH:34]=[CH:33][C:32]([N:35]([CH2:39][C:40]#[C:41][CH2:42][CH2:43][CH2:44][C:45]([O:47][CH3:48])=[O:46])[C:36](=[O:38])[CH3:37])=[CH:31][CH:30]=2)[CH2:24][CH2:25][CH2:26][CH2:27][CH3:28])=CC=1. Product: [OH:22][CH:23]([C:29]1[CH:30]=[CH:31][C:32]([N:35]([CH2:39][C:40]#[C:41][CH2:42][CH2:43][CH2:44][C:45]([O:47][CH3:48])=[O:46])[C:36](=[O:38])[CH3:37])=[CH:33][CH:34]=1)[CH2:24][CH2:25][CH2:26][CH2:27][CH3:28]. The catalyst class is: 146. (5) The catalyst class is: 5. Reactant: [Cl:1][C:2]1[CH:7]=[CH:6][CH:5]=[CH:4][C:3]=1[N:8]1[C:12]([C:13]([O:15]CC)=[O:14])=[C:11]([CH3:18])[CH:10]=[N:9]1.[OH-].[Na+]. Product: [Cl:1][C:2]1[CH:7]=[CH:6][CH:5]=[CH:4][C:3]=1[N:8]1[C:12]([C:13]([OH:15])=[O:14])=[C:11]([CH3:18])[CH:10]=[N:9]1. (6) Reactant: [F:1][C:2]([F:23])([C:16]1[CH:21]=[CH:20][C:19]([F:22])=[CH:18][N:17]=1)[C:3]1[N:12]=[C:11](SC)[C:10]2[C:5](=[CH:6][C:7]([CH3:15])=[CH:8][CH:9]=2)[N:4]=1.ClC1C=C(C=CC=1)C(OO)=O.[CH3:35][C:36]1[NH:40][N:39]=[C:38]([NH2:41])[CH:37]=1. Product: [F:1][C:2]([F:23])([C:16]1[CH:21]=[CH:20][C:19]([F:22])=[CH:18][N:17]=1)[C:3]1[N:12]=[C:11]([NH:41][C:38]2[CH:37]=[C:36]([CH3:35])[NH:40][N:39]=2)[C:10]2[C:5](=[CH:6][C:7]([CH3:15])=[CH:8][CH:9]=2)[N:4]=1. The catalyst class is: 168. (7) Reactant: Br[C:2]1[CH:7]=[CH:6][C:5]([C:8]2[N:9]([CH2:14][CH:15]3[CH2:19][CH2:18][N:17]([C:20]([CH:22]4[CH2:24][CH2:23]4)=[O:21])[CH2:16]3)[C:10]([CH3:13])=[CH:11][N:12]=2)=[CH:4][CH:3]=1.[Cl:25][C:26]1[CH:31]=[CH:30][C:29](B(O)O)=[CH:28][CH:27]=1.C([O-])([O-])=O.[K+].[K+]. Product: [Cl:25][C:26]1[CH:31]=[CH:30][C:29]([C:2]2[CH:7]=[CH:6][C:5]([C:8]3[N:9]([CH2:14][CH:15]4[CH2:19][CH2:18][N:17]([C:20]([CH:22]5[CH2:24][CH2:23]5)=[O:21])[CH2:16]4)[C:10]([CH3:13])=[CH:11][N:12]=3)=[CH:4][CH:3]=2)=[CH:28][CH:27]=1. The catalyst class is: 70.